From a dataset of Full USPTO retrosynthesis dataset with 1.9M reactions from patents (1976-2016). Predict the reactants needed to synthesize the given product. Given the product [N:27]1([CH2:20][C:21]2[CH:22]=[CH:23][CH:24]=[CH:25][C:26]=2[C:2]2[CH:19]=[CH:18][C:5]([CH2:6][N:7]3[CH2:11][C:10]4([CH2:16][CH2:15][CH2:14][CH2:13][CH2:12]4)[O:9][C:8]3=[O:17])=[CH:4][CH:3]=2)[CH2:28][CH2:29][O:30][CH2:31][CH2:32]1, predict the reactants needed to synthesize it. The reactants are: I[C:2]1[CH:19]=[CH:18][C:5]([CH2:6][N:7]2[CH2:11][C:10]3([CH2:16][CH2:15][CH2:14][CH2:13][CH2:12]3)[O:9][C:8]2=[O:17])=[CH:4][CH:3]=1.[CH2:20]([N:27]1[CH2:32][CH2:31][O:30][CH:29](B(O)O)[CH2:28]1)[C:21]1[CH:26]=[CH:25][CH:24]=[CH:23][CH:22]=1.C(=O)([O-])[O-].[Na+].[Na+].